Dataset: NCI-60 drug combinations with 297,098 pairs across 59 cell lines. Task: Regression. Given two drug SMILES strings and cell line genomic features, predict the synergy score measuring deviation from expected non-interaction effect. (1) Drug 1: C1=CC(=CC=C1CCC2=CNC3=C2C(=O)NC(=N3)N)C(=O)NC(CCC(=O)O)C(=O)O. Drug 2: C(CN)CNCCSP(=O)(O)O. Cell line: SF-268. Synergy scores: CSS=24.2, Synergy_ZIP=-1.34, Synergy_Bliss=4.13, Synergy_Loewe=-35.4, Synergy_HSA=3.53. (2) Drug 1: CC12CCC(CC1=CCC3C2CCC4(C3CC=C4C5=CN=CC=C5)C)O. Drug 2: C1C(C(OC1N2C=C(C(=O)NC2=O)F)CO)O. Cell line: HOP-92. Synergy scores: CSS=11.3, Synergy_ZIP=-10.1, Synergy_Bliss=-13.3, Synergy_Loewe=-25.7, Synergy_HSA=-12.0. (3) Drug 1: CC1=C(N=C(N=C1N)C(CC(=O)N)NCC(C(=O)N)N)C(=O)NC(C(C2=CN=CN2)OC3C(C(C(C(O3)CO)O)O)OC4C(C(C(C(O4)CO)O)OC(=O)N)O)C(=O)NC(C)C(C(C)C(=O)NC(C(C)O)C(=O)NCCC5=NC(=CS5)C6=NC(=CS6)C(=O)NCCC[S+](C)C)O. Synergy scores: CSS=65.4, Synergy_ZIP=1.49, Synergy_Bliss=3.00, Synergy_Loewe=2.28, Synergy_HSA=6.12. Cell line: CCRF-CEM. Drug 2: CCCCC(=O)OCC(=O)C1(CC(C2=C(C1)C(=C3C(=C2O)C(=O)C4=C(C3=O)C=CC=C4OC)O)OC5CC(C(C(O5)C)O)NC(=O)C(F)(F)F)O. (4) Drug 1: CC12CCC3C(C1CCC2=O)CC(=C)C4=CC(=O)C=CC34C. Drug 2: CCCCC(=O)OCC(=O)C1(CC(C2=C(C1)C(=C3C(=C2O)C(=O)C4=C(C3=O)C=CC=C4OC)O)OC5CC(C(C(O5)C)O)NC(=O)C(F)(F)F)O. Cell line: CCRF-CEM. Synergy scores: CSS=52.8, Synergy_ZIP=0.387, Synergy_Bliss=0.241, Synergy_Loewe=-1.36, Synergy_HSA=-1.53. (5) Drug 1: CC1C(C(CC(O1)OC2CC(OC(C2O)C)OC3=CC4=CC5=C(C(=O)C(C(C5)C(C(=O)C(C(C)O)O)OC)OC6CC(C(C(O6)C)O)OC7CC(C(C(O7)C)O)OC8CC(C(C(O8)C)O)(C)O)C(=C4C(=C3C)O)O)O)O. Drug 2: CCC1(CC2CC(C3=C(CCN(C2)C1)C4=CC=CC=C4N3)(C5=C(C=C6C(=C5)C78CCN9C7C(C=CC9)(C(C(C8N6C)(C(=O)OC)O)OC(=O)C)CC)OC)C(=O)OC)O.OS(=O)(=O)O. Cell line: K-562. Synergy scores: CSS=36.0, Synergy_ZIP=10.7, Synergy_Bliss=15.9, Synergy_Loewe=5.79, Synergy_HSA=6.79. (6) Drug 1: CC(CN1CC(=O)NC(=O)C1)N2CC(=O)NC(=O)C2. Drug 2: C1CN(P(=O)(OC1)NCCCl)CCCl. Cell line: KM12. Synergy scores: CSS=24.1, Synergy_ZIP=5.59, Synergy_Bliss=3.95, Synergy_Loewe=-3.02, Synergy_HSA=3.56. (7) Drug 1: C1=C(C(=O)NC(=O)N1)N(CCCl)CCCl. Drug 2: CN(CC1=CN=C2C(=N1)C(=NC(=N2)N)N)C3=CC=C(C=C3)C(=O)NC(CCC(=O)O)C(=O)O. Cell line: IGROV1. Synergy scores: CSS=43.4, Synergy_ZIP=-6.81, Synergy_Bliss=-3.58, Synergy_Loewe=2.86, Synergy_HSA=4.40. (8) Drug 1: CC1=C2C(C(=O)C3(C(CC4C(C3C(C(C2(C)C)(CC1OC(=O)C(C(C5=CC=CC=C5)NC(=O)OC(C)(C)C)O)O)OC(=O)C6=CC=CC=C6)(CO4)OC(=O)C)OC)C)OC. Drug 2: C1=CN(C=N1)CC(O)(P(=O)(O)O)P(=O)(O)O. Cell line: HCT-15. Synergy scores: CSS=51.1, Synergy_ZIP=-2.73, Synergy_Bliss=-8.47, Synergy_Loewe=-70.4, Synergy_HSA=-9.87. (9) Drug 2: C1CC(=O)NC(=O)C1N2C(=O)C3=CC=CC=C3C2=O. Drug 1: C1CCC(C1)C(CC#N)N2C=C(C=N2)C3=C4C=CNC4=NC=N3. Cell line: K-562. Synergy scores: CSS=10.5, Synergy_ZIP=1.24, Synergy_Bliss=6.05, Synergy_Loewe=-2.70, Synergy_HSA=2.18. (10) Drug 1: CC1C(C(=O)NC(C(=O)N2CCCC2C(=O)N(CC(=O)N(C(C(=O)O1)C(C)C)C)C)C(C)C)NC(=O)C3=C4C(=C(C=C3)C)OC5=C(C(=O)C(=C(C5=N4)C(=O)NC6C(OC(=O)C(N(C(=O)CN(C(=O)C7CCCN7C(=O)C(NC6=O)C(C)C)C)C)C(C)C)C)N)C. Drug 2: C1=CN(C=N1)CC(O)(P(=O)(O)O)P(=O)(O)O. Cell line: SK-OV-3. Synergy scores: CSS=15.7, Synergy_ZIP=-7.61, Synergy_Bliss=-7.59, Synergy_Loewe=-20.5, Synergy_HSA=-6.90.